Predict the reaction yield, written as a fraction of the theoretical maximum amount of product (1.0 means a 100% yield; for example, 0.34 means a 34% yield). From a dataset of Buchwald-Hartwig C-N cross coupling reaction yields with 55,370 reactions. (1) The reactants are Ic1cccnc1.Cc1ccc(N)cc1.O=S(=O)(O[Pd]1c2ccccc2-c2ccccc2N~1)C(F)(F)F.COc1ccc(OC)c(P([C@]23C[C@H]4C[C@H](C[C@H](C4)C2)C3)[C@]23C[C@H]4C[C@H](C[C@H](C4)C2)C3)c1-c1c(C(C)C)cc(C(C)C)cc1C(C)C.CCN=P(N=P(N(C)C)(N(C)C)N(C)C)(N(C)C)N(C)C.COC(=O)c1ccno1. No catalyst specified. The product is Cc1ccc(Nc2cccnc2)cc1. The yield is 0.108. (2) The reactants are COc1ccc(I)cc1.Cc1ccc(N)cc1.O=S(=O)(O[Pd]1c2ccccc2-c2ccccc2N~1)C(F)(F)F.COc1ccc(OC)c(P([C@]23C[C@H]4C[C@H](C[C@H](C4)C2)C3)[C@]23C[C@H]4C[C@H](C[C@H](C4)C2)C3)c1-c1c(C(C)C)cc(C(C)C)cc1C(C)C.CCN=P(N=P(N(C)C)(N(C)C)N(C)C)(N(C)C)N(C)C.CCOC(=O)c1cc(C)no1. No catalyst specified. The product is COc1ccc(Nc2ccc(C)cc2)cc1. The yield is 0.528. (3) The reactants are Ic1cccnc1.Cc1ccc(N)cc1.O=S(=O)(O[Pd]1c2ccccc2-c2ccccc2N~1)C(F)(F)F.CC(C)c1cc(C(C)C)c(-c2ccccc2P(C(C)(C)C)C(C)(C)C)c(C(C)C)c1.CN1CCCN2CCCN=C12.c1ccc(-c2ccon2)cc1. No catalyst specified. The product is Cc1ccc(Nc2cccnc2)cc1. The yield is 0.934. (4) The reactants are FC(F)(F)c1ccc(Cl)cc1.Cc1ccc(N)cc1.O=S(=O)(O[Pd]1c2ccccc2-c2ccccc2N~1)C(F)(F)F.CC(C)c1cc(C(C)C)c(-c2ccccc2P(C2CCCCC2)C2CCCCC2)c(C(C)C)c1.CCN=P(N=P(N(C)C)(N(C)C)N(C)C)(N(C)C)N(C)C.c1ccc2nocc2c1. No catalyst specified. The product is Cc1ccc(Nc2ccc(C(F)(F)F)cc2)cc1. The yield is 0.0125. (5) The reactants are Clc1cccnc1.Cc1ccc(N)cc1.O=S(=O)(O[Pd]1c2ccccc2-c2ccccc2N~1)C(F)(F)F.CC(C)c1cc(C(C)C)c(-c2ccccc2P(C2CCCCC2)C2CCCCC2)c(C(C)C)c1.CN(C)C(=NC(C)(C)C)N(C)C.Cc1cc(-c2ccccc2)on1. No catalyst specified. The product is Cc1ccc(Nc2cccnc2)cc1. The yield is 0.0875. (6) The yield is 0.526. The reactants are Ic1ccccn1.Cc1ccc(N)cc1.O=S(=O)(O[Pd]1c2ccccc2-c2ccccc2N~1)C(F)(F)F.CC(C)c1cc(C(C)C)c(-c2ccccc2P(C2CCCCC2)C2CCCCC2)c(C(C)C)c1.CN1CCCN2CCCN=C12.COC(=O)c1cc(-c2cccs2)on1. No catalyst specified. The product is Cc1ccc(Nc2ccccn2)cc1. (7) The reactants are Ic1ccccn1.Cc1ccc(N)cc1.O=S(=O)(O[Pd]1c2ccccc2-c2ccccc2N~1)C(F)(F)F.CC(C)c1cc(C(C)C)c(-c2ccccc2P(C(C)(C)C)C(C)(C)C)c(C(C)C)c1.CN1CCCN2CCCN=C12.CCOC(=O)c1cc(C)no1. No catalyst specified. The product is Cc1ccc(Nc2ccccn2)cc1. The yield is 0.996. (8) The reactants are Clc1ccccn1.Cc1ccc(N)cc1.O=S(=O)(O[Pd]1c2ccccc2-c2ccccc2N~1)C(F)(F)F.COc1ccc(OC)c(P([C@]23C[C@H]4C[C@H](C[C@H](C4)C2)C3)[C@]23C[C@H]4C[C@H](C[C@H](C4)C2)C3)c1-c1c(C(C)C)cc(C(C)C)cc1C(C)C.CCN=P(N=P(N(C)C)(N(C)C)N(C)C)(N(C)C)N(C)C.Cc1cc(-n2cccc2)no1. No catalyst specified. The product is Cc1ccc(Nc2ccccn2)cc1. The yield is 0.742. (9) The reactants are Brc1ccccn1.Cc1ccc(N)cc1.O=S(=O)(O[Pd]1c2ccccc2-c2ccccc2N~1)C(F)(F)F.CC(C)c1cc(C(C)C)c(-c2ccccc2P(C2CCCCC2)C2CCCCC2)c(C(C)C)c1.CCN=P(N=P(N(C)C)(N(C)C)N(C)C)(N(C)C)N(C)C.c1ccc2nocc2c1. No catalyst specified. The product is Cc1ccc(Nc2ccccn2)cc1. The yield is 0.112. (10) The reactants are Ic1ccccn1.Cc1ccc(N)cc1.O=S(=O)(O[Pd]1c2ccccc2-c2ccccc2N~1)C(F)(F)F.CC(C)c1cc(C(C)C)c(-c2ccccc2P(C2CCCCC2)C2CCCCC2)c(C(C)C)c1.CCN=P(N=P(N(C)C)(N(C)C)N(C)C)(N(C)C)N(C)C.CCOC(=O)c1ccon1. No catalyst specified. The product is Cc1ccc(Nc2ccccn2)cc1. The yield is 0.